Dataset: Catalyst prediction with 721,799 reactions and 888 catalyst types from USPTO. Task: Predict which catalyst facilitates the given reaction. Reactant: [CH3:1][S:2][C:3]1[CH:8]=[CH:7][C:6]([C:9](=O)[CH2:10][C:11]([O:13]C)=O)=[CH:5][CH:4]=1.O.[NH2:17][NH2:18]. Product: [CH3:1][S:2][C:3]1[CH:8]=[CH:7][C:6]([C:9]2[CH:10]=[C:11]([OH:13])[NH:18][N:17]=2)=[CH:5][CH:4]=1. The catalyst class is: 8.